This data is from NCI-60 drug combinations with 297,098 pairs across 59 cell lines. The task is: Regression. Given two drug SMILES strings and cell line genomic features, predict the synergy score measuring deviation from expected non-interaction effect. (1) Drug 1: C1=NC(=NC(=O)N1C2C(C(C(O2)CO)O)O)N. Drug 2: CCC1(CC2CC(C3=C(CCN(C2)C1)C4=CC=CC=C4N3)(C5=C(C=C6C(=C5)C78CCN9C7C(C=CC9)(C(C(C8N6C)(C(=O)OC)O)OC(=O)C)CC)OC)C(=O)OC)O.OS(=O)(=O)O. Cell line: PC-3. Synergy scores: CSS=2.18, Synergy_ZIP=-0.561, Synergy_Bliss=0.430, Synergy_Loewe=0.240, Synergy_HSA=-0.489. (2) Drug 1: C1C(C(OC1N2C=NC3=C(N=C(N=C32)Cl)N)CO)O. Drug 2: CC1=C(N=C(N=C1N)C(CC(=O)N)NCC(C(=O)N)N)C(=O)NC(C(C2=CN=CN2)OC3C(C(C(C(O3)CO)O)O)OC4C(C(C(C(O4)CO)O)OC(=O)N)O)C(=O)NC(C)C(C(C)C(=O)NC(C(C)O)C(=O)NCCC5=NC(=CS5)C6=NC(=CS6)C(=O)NCCC[S+](C)C)O. Cell line: OVCAR3. Synergy scores: CSS=19.6, Synergy_ZIP=3.07, Synergy_Bliss=4.47, Synergy_Loewe=-2.06, Synergy_HSA=1.75. (3) Drug 1: CC(C)(C#N)C1=CC(=CC(=C1)CN2C=NC=N2)C(C)(C)C#N. Drug 2: CC1C(C(CC(O1)OC2CC(CC3=C2C(=C4C(=C3O)C(=O)C5=C(C4=O)C(=CC=C5)OC)O)(C(=O)CO)O)N)O.Cl. Cell line: SK-MEL-2. Synergy scores: CSS=59.9, Synergy_ZIP=1.85, Synergy_Bliss=-1.46, Synergy_Loewe=-0.575, Synergy_HSA=-0.888.